This data is from Catalyst prediction with 721,799 reactions and 888 catalyst types from USPTO. The task is: Predict which catalyst facilitates the given reaction. (1) Reactant: [CH3:1][O:2][C:3]([C:5]1[CH:6]=[C:7]2[CH:13]=[CH:12][N:11]([S:14]([C:17]3[CH:22]=[CH:21][CH:20]=[CH:19][CH:18]=3)(=[O:16])=[O:15])[C:8]2=[N:9][CH:10]=1)=[O:4].C([N-]C(C)C)(C)C.[Li+].C([Li])CCC.CCCCCC.C(NC(C)C)(C)C.[CH:49]1([CH2:54][CH:55]=[O:56])[CH2:53][CH2:52][CH2:51][CH2:50]1. Product: [CH3:1][O:2][C:3]([C:5]1[CH:6]=[C:7]2[CH:13]=[C:12]([CH:55]([OH:56])[CH2:54][CH:49]3[CH2:53][CH2:52][CH2:51][CH2:50]3)[N:11]([S:14]([C:17]3[CH:22]=[CH:21][CH:20]=[CH:19][CH:18]=3)(=[O:16])=[O:15])[C:8]2=[N:9][CH:10]=1)=[O:4]. The catalyst class is: 7. (2) Reactant: [C:1]([O:4][CH2:5][CH2:6][C:7]1[C:12]([N+:13]([O-])=O)=[CH:11][CH:10]=[C:9]([NH:16][C:17](=[O:27])[C:18]([F:26])([F:25])[C:19]2[CH:24]=[CH:23][CH:22]=[CH:21][CH:20]=2)[C:8]=1[F:28])(=[O:3])[CH3:2]. Product: [C:1]([O:4][CH2:5][CH2:6][C:7]1[C:8]([F:28])=[C:9]([NH:16][C:17](=[O:27])[C:18]([F:25])([F:26])[C:19]2[CH:20]=[CH:21][CH:22]=[CH:23][CH:24]=2)[CH:10]=[CH:11][C:12]=1[NH2:13])(=[O:3])[CH3:2]. The catalyst class is: 63. (3) Reactant: O.[OH-].[Li+].[F:4][C:5]1[CH:10]=[CH:9][C:8]([C@@H:11]2[CH2:20][CH2:19][CH2:18][C@H:17]3[N:12]2[C:13](=[O:29])[CH:14](P(=O)(OCC)OCC)[CH2:15][CH2:16]3)=[CH:7][CH:6]=1.[CH3:30][O:31][C:32]1[CH:33]=[C:34]([CH:37]=[CH:38][C:39]=1[N:40]1[CH:44]=[N:43][C:42]([CH3:45])=[N:41]1)[CH:35]=O.C(O)C. Product: [F:4][C:5]1[CH:6]=[CH:7][C:8]([C@@H:11]2[CH2:20][CH2:19][CH2:18][C@H:17]3[N:12]2[C:13](=[O:29])/[C:14](=[CH:35]/[C:34]2[CH:37]=[CH:38][C:39]([N:40]4[CH:44]=[N:43][C:42]([CH3:45])=[N:41]4)=[C:32]([O:31][CH3:30])[CH:33]=2)/[CH2:15][CH2:16]3)=[CH:9][CH:10]=1. The catalyst class is: 20. (4) Reactant: [CH2:1]([N:8]1[C:13](=[O:14])[C:12]2[N:15]=[CH:16][CH:17]=[CH:18][C:11]=2[N:10]=[C:9]1[CH:19](Br)[CH2:20][CH3:21])[C:2]1[CH:7]=[CH:6][CH:5]=[CH:4][CH:3]=1.[CH3:23][N:24]([CH3:28])[CH2:25][CH2:26][NH2:27]. Product: [CH2:1]([N:8]1[C:13](=[O:14])[C:12]2[N:15]=[CH:16][CH:17]=[CH:18][C:11]=2[N:10]=[C:9]1[CH:19]([NH:27][CH2:26][CH2:25][N:24]([CH3:28])[CH3:23])[CH2:20][CH3:21])[C:2]1[CH:7]=[CH:6][CH:5]=[CH:4][CH:3]=1. The catalyst class is: 351. (5) Reactant: [OH:1][C:2]1[CH:11]=[C:10]2[C:5]([C:6]([CH3:13])=[CH:7][C:8](=[O:12])[O:9]2)=[CH:4][CH:3]=1.[C:14](OC(=O)C)(=[O:16])[CH3:15]. Product: [C:14]([O:1][C:2]1[CH:11]=[C:10]2[C:5]([C:6]([CH3:13])=[CH:7][C:8](=[O:12])[O:9]2)=[CH:4][CH:3]=1)(=[O:16])[CH3:15]. The catalyst class is: 64.